Dataset: Full USPTO retrosynthesis dataset with 1.9M reactions from patents (1976-2016). Task: Predict the reactants needed to synthesize the given product. (1) Given the product [F:6][C:7]1[CH:8]=[C:9]([N:18]2[CH2:23][CH2:22][O:21][CH2:20][CH2:19]2)[CH:10]=[C:11]([F:17])[C:12]=1[C:13]#[CH:14], predict the reactants needed to synthesize it. The reactants are: [Li]CCCC.[F:6][C:7]1[CH:8]=[C:9]([N:18]2[CH2:23][CH2:22][O:21][CH2:20][CH2:19]2)[CH:10]=[C:11]([F:17])[C:12]=1[CH:13]=[C:14](Br)Br.[NH4+].[Cl-]. (2) The reactants are: [Cl:1][C:2]1[CH:3]=[CH:4][C:5]([O:17][CH3:18])=[C:6]([CH:16]=1)[C:7]([NH:9][C:10]1[S:11][C:12]([CH3:15])=[CH:13][N:14]=1)=[O:8].[H-].[Na+].Br[CH2:22][C:23]1[O:24][C:25]([C:28]([F:31])([F:30])[F:29])=[CH:26][CH:27]=1. Given the product [Cl:1][C:2]1[CH:3]=[CH:4][C:5]([O:17][CH3:18])=[C:6]([CH:16]=1)[C:7](/[N:9]=[C:10]1\[S:11][C:12]([CH3:15])=[CH:13][N:14]\1[CH2:22][C:23]1[O:24][C:25]([C:28]([F:31])([F:30])[F:29])=[CH:26][CH:27]=1)=[O:8], predict the reactants needed to synthesize it. (3) Given the product [Cl:1][C:2]1[C:6]([Cl:7])=[C:5]([CH3:8])[NH:4][C:3]=1[C:9]([NH:11][C@H:12]1[CH2:17][CH2:16][N:15]([C:18]2[S:19][C:20]([C:26]([O:28][CH2:29][CH3:30])=[O:27])=[C:21]([C:23]([N:34]([CH3:35])[CH3:33])=[O:24])[N:22]=2)[CH2:14][C@H:13]1[O:31][CH3:32])=[O:10], predict the reactants needed to synthesize it. The reactants are: [Cl:1][C:2]1[C:6]([Cl:7])=[C:5]([CH3:8])[NH:4][C:3]=1[C:9]([NH:11][C@H:12]1[CH2:17][CH2:16][N:15]([C:18]2[S:19][C:20]([C:26]([O:28][CH2:29][CH3:30])=[O:27])=[C:21]([C:23](O)=[O:24])[N:22]=2)[CH2:14][C@H:13]1[O:31][CH3:32])=[O:10].[CH3:33][NH:34][CH3:35].CN(C(ON1N=NC2C=CC=NC1=2)=[N+](C)C)C.F[P-](F)(F)(F)(F)F.C(N(CC)CC)C.